Dataset: Catalyst prediction with 721,799 reactions and 888 catalyst types from USPTO. Task: Predict which catalyst facilitates the given reaction. (1) Reactant: Cl[C:2]1[CH:7]=[C:6]([O:8][CH3:9])[CH:5]=[CH:4][N:3]=1.[NH:10]1[CH2:15][CH2:14][NH:13][CH2:12][CH2:11]1. Product: [CH3:9][O:8][C:6]1[CH:5]=[CH:4][N:3]=[C:2]([N:10]2[CH2:15][CH2:14][NH:13][CH2:12][CH2:11]2)[CH:7]=1. The catalyst class is: 9. (2) Reactant: Br[C:2]1[CH:7]=[CH:6][C:5]([N:8]2[CH:12]=[C:11]([C:13]([O:15][CH2:16][CH3:17])=[O:14])[N:10]=[C:9]2[CH2:18][CH:19]([CH3:21])[CH3:20])=[CH:4][CH:3]=1.[CH3:22][S:23]([C:26]1[CH:27]=[C:28](B(O)O)[CH:29]=[CH:30][CH:31]=1)(=[O:25])=[O:24].C([O-])([O-])=O.[Na+].[Na+]. Product: [CH2:18]([C:9]1[N:8]([C:5]2[CH:6]=[CH:7][C:2]([C:30]3[CH:29]=[CH:28][CH:27]=[C:26]([S:23]([CH3:22])(=[O:25])=[O:24])[CH:31]=3)=[CH:3][CH:4]=2)[CH:12]=[C:11]([C:13]([O:15][CH2:16][CH3:17])=[O:14])[N:10]=1)[CH:19]([CH3:21])[CH3:20]. The catalyst class is: 70. (3) Reactant: C[O:2][C:3](=[O:35])[CH2:4][N:5]1[C:13]2[C:8](=[CH:9][C:10]([O:14][CH2:15][CH2:16][CH2:17][O:18][C:19]3[CH:24]=[CH:23][C:22]([C:25]4[S:26][CH:27]=[C:28]([CH2:30][CH3:31])[N:29]=4)=[CH:21][C:20]=3[CH2:32][CH2:33][CH3:34])=[CH:11][CH:12]=2)[CH:7]=[CH:6]1.O[Li].O. Product: [CH2:30]([C:28]1[N:29]=[C:25]([C:22]2[CH:23]=[CH:24][C:19]([O:18][CH2:17][CH2:16][CH2:15][O:14][C:10]3[CH:9]=[C:8]4[C:13](=[CH:12][CH:11]=3)[N:5]([CH2:4][C:3]([OH:35])=[O:2])[CH:6]=[CH:7]4)=[C:20]([CH2:32][CH2:33][CH3:34])[CH:21]=2)[S:26][CH:27]=1)[CH3:31]. The catalyst class is: 20. (4) Reactant: [Cl:1][C:2]1[CH:7]=[C:6]([CH3:8])[CH:5]=[C:4]([CH3:9])[C:3]=1[N:10]1[CH2:15][CH2:14][CH2:13][CH2:12][C:11]1=[S:16].[C:17](=O)([O:20]C)[O:18][CH3:19].[H-].[Na+].[CH3:25]O. Product: [CH3:19][O:18][C:17]([C:12]1[CH2:13][CH2:14][CH2:15][N:10]([C:3]2[C:4]([CH3:9])=[CH:5][C:6]([CH3:8])=[CH:7][C:2]=2[Cl:1])[C:11]=1[S:16][CH3:25])=[O:20]. The catalyst class is: 12. (5) Reactant: [CH2:1]([N:8]([CH:38]([CH3:57])[CH2:39][CH:40]([C:49]1[CH:54]=[CH:53][C:52]([O:55][CH3:56])=[CH:51][CH:50]=1)[C:41]1[CH:46]=[CH:45][C:44]([O:47][CH3:48])=[CH:43][CH:42]=1)[CH2:9][C@@H:10]([C:19]1[CH:20]=[CH:21][C:22]([O:30][CH2:31][C:32]2[CH:37]=[CH:36][CH:35]=[CH:34][CH:33]=2)=[C:23]([NH:25][S:26]([CH3:29])(=[O:28])=[O:27])[CH:24]=1)[O:11][Si](CC)(CC)CC)[C:2]1[CH:7]=[CH:6][CH:5]=[CH:4][CH:3]=1.C(O)(=O)C.[F-].C([N+](CCCC)(CCCC)CCCC)CCC.C(=O)(O)[O-].[Na+]. Product: [CH2:1]([N:8]([CH:38]([CH3:57])[CH2:39][CH:40]([C:41]1[CH:42]=[CH:43][C:44]([O:47][CH3:48])=[CH:45][CH:46]=1)[C:49]1[CH:50]=[CH:51][C:52]([O:55][CH3:56])=[CH:53][CH:54]=1)[CH2:9][C@@H:10]([C:19]1[CH:20]=[CH:21][C:22]([O:30][CH2:31][C:32]2[CH:37]=[CH:36][CH:35]=[CH:34][CH:33]=2)=[C:23]([NH:25][S:26]([CH3:29])(=[O:28])=[O:27])[CH:24]=1)[OH:11])[C:2]1[CH:7]=[CH:6][CH:5]=[CH:4][CH:3]=1. The catalyst class is: 7. (6) Reactant: [F:1][C:2]([F:56])([F:55])[C:3]1[CH:8]=[CH:7][C:6]([C:9]2[CH2:14][CH2:13][CH2:12][CH2:11][C:10]=2[C:15]([NH:17][C:18]2[CH:23]=[CH:22][C:21]([N:24]3[CH2:29][CH2:28][N:27]([CH2:30][C:31]4[N:35]=[CH:34][N:33](C(C5C=CC=CC=5)(C5C=CC=CC=5)C5C=CC=CC=5)[N:32]=4)[CH2:26][CH2:25]3)=[CH:20][CH:19]=2)=[O:16])=[CH:5][CH:4]=1.Cl.C(OCC)(=O)C.C(=O)([O-])[O-].[K+].[K+]. Product: [NH:33]1[CH:34]=[N:35][C:31]([CH2:30][N:27]2[CH2:26][CH2:25][N:24]([C:21]3[CH:22]=[CH:23][C:18]([NH:17][C:15]([C:10]4[CH2:11][CH2:12][CH2:13][CH2:14][C:9]=4[C:6]4[CH:7]=[CH:8][C:3]([C:2]([F:56])([F:55])[F:1])=[CH:4][CH:5]=4)=[O:16])=[CH:19][CH:20]=3)[CH2:29][CH2:28]2)=[N:32]1. The catalyst class is: 5.